From a dataset of TCR-epitope binding with 47,182 pairs between 192 epitopes and 23,139 TCRs. Binary Classification. Given a T-cell receptor sequence (or CDR3 region) and an epitope sequence, predict whether binding occurs between them. The epitope is FTISVTTEIL. The TCR CDR3 sequence is CASSQEGDPKLFF. Result: 1 (the TCR binds to the epitope).